The task is: Predict which catalyst facilitates the given reaction.. This data is from Catalyst prediction with 721,799 reactions and 888 catalyst types from USPTO. Reactant: [CH3:1][O:2][CH2:3][CH2:4][O:5][CH2:6][O:7][C:8]1[C:13]([C:14]2[CH:19]=[CH:18][CH:17]=[CH:16][CH:15]=2)=[CH:12][C:11](C=O)=[CH:10][C:9]=1[C:22]1[CH:27]=[CH:26][CH:25]=[CH:24][CH:23]=1.C1C=C(Cl)C=C(C(OO)=[O:36])C=1.[OH-].[K+]. Product: [CH3:1][O:2][CH2:3][CH2:4][O:5][CH2:6][O:7][C:8]1[C:13]([C:14]2[CH:19]=[CH:18][CH:17]=[CH:16][CH:15]=2)=[CH:12][C:11]([OH:36])=[CH:10][C:9]=1[C:22]1[CH:23]=[CH:24][CH:25]=[CH:26][CH:27]=1. The catalyst class is: 2.